Dataset: Full USPTO retrosynthesis dataset with 1.9M reactions from patents (1976-2016). Task: Predict the reactants needed to synthesize the given product. (1) Given the product [CH3:1][C:2]1[CH:10]=[CH:9][C:8]2[N:7]([CH2:11][CH2:12][C:13]3[CH:14]=[N:15][C:16]([CH3:19])=[CH:17][CH:18]=3)[C:6]3[CH2:20][CH2:21][N:22]([CH2:26][CH2:25][C:24]#[N:27])[CH2:23][C:5]=3[C:4]=2[CH:3]=1, predict the reactants needed to synthesize it. The reactants are: [CH3:1][C:2]1[CH:10]=[CH:9][C:8]2[N:7]([CH2:11][CH2:12][C:13]3[CH:14]=[N:15][C:16]([CH3:19])=[CH:17][CH:18]=3)[C:6]3[CH2:20][CH2:21][NH:22][CH2:23][C:5]=3[C:4]=2[CH:3]=1.[C:24](#[N:27])[CH:25]=[CH2:26].N([O-])=O.[NH4+].C([O-])(O)=O.[Na+]. (2) Given the product [O:9]=[C:3]([N:4]1[CH2:8][CH2:7][CH2:6][CH2:5]1)[C@H:2]([NH2:10])[CH3:1], predict the reactants needed to synthesize it. The reactants are: [CH3:1][C@@H:2]([NH:10]C(=O)OCC1C=CC=CC=1)[C:3](=[O:9])[N:4]1[CH2:8][CH2:7][CH2:6][CH2:5]1. (3) Given the product [ClH:24].[ClH:27].[NH2:1][C:2]1[N:7]=[C:6]([NH2:8])[C:5]([O:9][CH2:10][CH2:11][CH2:12][O:13][C:14]2[C:23]3[C:18](=[CH:19][CH:20]=[C:21]([Cl:24])[CH:22]=3)[N:17]=[CH:16][CH:15]=2)=[C:4]([CH2:25][CH3:26])[N:3]=1, predict the reactants needed to synthesize it. The reactants are: [NH2:1][C:2]1[N:7]=[C:6]([NH2:8])[C:5]([O:9][CH2:10][CH2:11][CH2:12][O:13][C:14]2[C:23]3[C:18](=[CH:19][CH:20]=[C:21]([Cl:24])[CH:22]=3)[N:17]=[CH:16][CH:15]=2)=[C:4]([CH2:25][CH3:26])[N:3]=1.[ClH:27].